Dataset: Cav3 T-type calcium channel HTS with 100,875 compounds. Task: Binary Classification. Given a drug SMILES string, predict its activity (active/inactive) in a high-throughput screening assay against a specified biological target. (1) The molecule is Clc1cc(N2C(=O)C3C(ON=C3c3c(OC)ccc(OC)c3)C2=O)c(OC)cc1. The result is 0 (inactive). (2) The drug is S(Cc1cc(ccc1)C(F)(F)F)c1sc(nn1)N. The result is 0 (inactive). (3) The molecule is O=C(NCCn1c2c(cc1)cccc2)C(C)C. The result is 0 (inactive).